This data is from Peptide-MHC class I binding affinity with 185,985 pairs from IEDB/IMGT. The task is: Regression. Given a peptide amino acid sequence and an MHC pseudo amino acid sequence, predict their binding affinity value. This is MHC class I binding data. (1) The peptide sequence is SSPDAVTTY. The MHC is HLA-A01:01 with pseudo-sequence HLA-A01:01. The binding affinity (normalized) is 0.204. (2) The peptide sequence is TEANAGQFL. The MHC is HLA-A26:01 with pseudo-sequence HLA-A26:01. The binding affinity (normalized) is 0.0847. (3) The peptide sequence is MPVTHSSAA. The MHC is HLA-B35:01 with pseudo-sequence HLA-B35:01. The binding affinity (normalized) is 0.604. (4) The peptide sequence is VTFGARASF. The MHC is HLA-B27:03 with pseudo-sequence HLA-B27:03. The binding affinity (normalized) is 0.0847. (5) The peptide sequence is FSFPQITLW. The MHC is HLA-B27:05 with pseudo-sequence HLA-B27:05. The binding affinity (normalized) is 0. (6) The binding affinity (normalized) is 0.135. The MHC is HLA-A30:02 with pseudo-sequence HLA-A30:02. The peptide sequence is ASIDNYNKF. (7) The peptide sequence is YDQMKCKSL. The MHC is HLA-B44:03 with pseudo-sequence HLA-B44:03. The binding affinity (normalized) is 0.